Dataset: Forward reaction prediction with 1.9M reactions from USPTO patents (1976-2016). Task: Predict the product of the given reaction. Given the reactants [NH2:1][C:2]1[S:3][C:4]([C:10]2[C:15]([F:16])=[CH:14][C:13]([C:17]([OH:20])([CH3:19])[CH3:18])=[CH:12][C:11]=2[F:21])=[CH:5][C:6]=1[C:7]([NH2:9])=[O:8].Cl[C:23]1[N:28]=[CH:27][C:26]([C:29]2[N:30]=[N:31][N:32]([CH2:34][CH2:35][OH:36])[CH:33]=2)=[CH:25][CH:24]=1, predict the reaction product. The product is: [F:16][C:15]1[CH:14]=[C:13]([C:17]([OH:20])([CH3:18])[CH3:19])[CH:12]=[C:11]([F:21])[C:10]=1[C:4]1[S:3][C:2]([NH:1][C:23]2[CH:24]=[CH:25][C:26]([C:29]3[N:30]=[N:31][N:32]([CH2:34][CH2:35][OH:36])[CH:33]=3)=[CH:27][N:28]=2)=[C:6]([C:7]([NH2:9])=[O:8])[CH:5]=1.